This data is from Forward reaction prediction with 1.9M reactions from USPTO patents (1976-2016). The task is: Predict the product of the given reaction. (1) Given the reactants C1(C2C=CC=CC=2)C=CC=C(NC(=O)CCCCCNC(=O)CS[CH2:18][C:19]([O:21][CH3:22])=[O:20])C=1.[N+:31]([C:34]1[CH:39]=[CH:38][C:37]([SH:40])=[CH:36][CH:35]=1)([O-:33])=[O:32].SCC(OC)=O, predict the reaction product. The product is: [N+:31]([C:34]1[CH:39]=[CH:38][C:37]([S:40][CH2:18][C:19]([O:21][CH3:22])=[O:20])=[CH:36][CH:35]=1)([O-:33])=[O:32]. (2) Given the reactants [Cl:1][C:2]1[CH:11]=[C:10]2[C:5]([C:6]([NH:12][S:13]([C:16]3[CH:21]=[CH:20][C:19]([NH:22][C:23]([NH:25][C:26]4[CH:31]=[CH:30][CH:29]=[C:28]([C:32]#[N:33])[CH:27]=4)=[O:24])=[CH:18][CH:17]=3)(=[O:15])=[O:14])=[CH:7][CH:8]=[N:9]2)=[CH:4][CH:3]=1.[CH2:34]([N:38]1[CH2:43][CH2:42][NH:41][CH2:40][CH2:39]1)[CH2:35][CH2:36][CH3:37], predict the reaction product. The product is: [CH2:34]([N:38]1[CH2:43][CH2:42][N:41]([C:32](=[NH:33])[C:28]2[CH:27]=[C:26]([NH:25][C:23](=[O:24])[NH:22][C:19]3[CH:20]=[CH:21][C:16]([S:13]([NH:12][C:6]4[C:5]5[C:10](=[CH:11][C:2]([Cl:1])=[CH:3][CH:4]=5)[N:9]=[CH:8][CH:7]=4)(=[O:14])=[O:15])=[CH:17][CH:18]=3)[CH:31]=[CH:30][CH:29]=2)[CH2:40][CH2:39]1)[CH2:35][CH2:36][CH3:37]. (3) Given the reactants [OH:1][C@@H:2]1[CH2:6][C@H:5]([OH:7])[C@H:4]([CH2:8]/[CH:9]=[CH:10]\[CH2:11][CH2:12][CH2:13][C:14]([OH:16])=[O:15])[C@H:3]1/[CH:17]=[CH:18]/[C@@H:19]([OH:28])[CH2:20][CH2:21][C:22]1[CH:27]=[CH:26][CH:25]=[CH:24][CH:23]=1.[C:29](=O)([O-])[O-].[K+].[K+].IC, predict the reaction product. The product is: [CH3:29][O:15][C:14](=[O:16])[CH2:13][CH2:12][CH2:11]/[CH:10]=[CH:9]\[CH2:8][C@H:4]1[C@@H:5]([OH:7])[CH2:6][C@@H:2]([OH:1])[C@@H:3]1/[CH:17]=[CH:18]/[C@@H:19]([OH:28])[CH2:20][CH2:21][C:22]1[CH:23]=[CH:24][CH:25]=[CH:26][CH:27]=1. (4) Given the reactants F[B-](F)(F)F.N1(OC(N(C)C)=[N+](C)C)C2C=CC=CC=2N=N1.[O:23]1[CH2:27][CH2:26][CH2:25][C@H:24]1[C:28]([OH:30])=O.C(N(C(C)C)CC)(C)C.[OH:40][C:41]([CH3:71])([CH3:70])[CH2:42][C@@:43]1([C:64]2[CH:69]=[CH:68][CH:67]=[CH:66][CH:65]=2)[O:48][C:47](=[O:49])[N:46]([C@H:50]([C:52]2[CH:57]=[CH:56][C:55]([CH:58]3[CH2:63][CH2:62][NH:61][CH2:60][CH2:59]3)=[CH:54][CH:53]=2)[CH3:51])[CH2:45][CH2:44]1, predict the reaction product. The product is: [OH:40][C:41]([CH3:70])([CH3:71])[CH2:42][C@@:43]1([C:64]2[CH:69]=[CH:68][CH:67]=[CH:66][CH:65]=2)[O:48][C:47](=[O:49])[N:46]([C@H:50]([C:52]2[CH:57]=[CH:56][C:55]([CH:58]3[CH2:63][CH2:62][N:61]([C:28]([C@@H:24]4[CH2:25][CH2:26][CH2:27][O:23]4)=[O:30])[CH2:60][CH2:59]3)=[CH:54][CH:53]=2)[CH3:51])[CH2:45][CH2:44]1. (5) Given the reactants [CH3:1][O:2][C:3](=[O:14])[CH:4]([C:12]#[N:13])[CH:5]([CH:9]([CH3:11])[CH3:10])[CH2:6][CH2:7][CH3:8].[H-].[Na+].Br[CH2:18][C:19]([O:21][C:22]([CH3:25])([CH3:24])[CH3:23])=[O:20], predict the reaction product. The product is: [CH3:1][O:2][C:3](=[O:14])[C:4]([C:12]#[N:13])([CH:5]([CH:9]([CH3:11])[CH3:10])[CH2:6][CH2:7][CH3:8])[CH2:18][C:19]([O:21][C:22]([CH3:25])([CH3:24])[CH3:23])=[O:20]. (6) Given the reactants [CH2:1]([N:8]1[CH2:13][CH2:12][CH:11]([NH:14][CH:15]([C:18]2[CH:23]=[CH:22][N:21]=[CH:20][CH:19]=2)[C:16]#N)[CH2:10][CH2:9]1)[C:2]1[CH:7]=[CH:6][CH:5]=[CH:4][CH:3]=1.[F:24][C:25]1[CH:30]=[CH:29][C:28](C=CC=O)=[CH:27][CH:26]=1.C(=O)([O-])[O-].[K+].[K+].C(=O)([O-])O.[Na+].CN(C)[C:48](=O)[CH3:49], predict the reaction product. The product is: [CH2:1]([N:8]1[CH2:9][CH2:10][CH:11]([N:14]2[CH:49]=[CH:48][C:16]([C:28]3[CH:29]=[CH:30][C:25]([F:24])=[CH:26][CH:27]=3)=[C:15]2[C:18]2[CH:23]=[CH:22][N:21]=[CH:20][CH:19]=2)[CH2:12][CH2:13]1)[C:2]1[CH:3]=[CH:4][CH:5]=[CH:6][CH:7]=1.